Dataset: Forward reaction prediction with 1.9M reactions from USPTO patents (1976-2016). Task: Predict the product of the given reaction. (1) Given the reactants [CH2:1]([O:4][C:5]1([CH3:34])[CH2:10][CH2:9][N:8]([C:11]2[N:16]3[N:17]=[C:18]([CH2:20]I)[CH:19]=[C:15]3[N:14]=[C:13]([CH3:22])[C:12]=2[C@H:23]([O:29][C:30]([CH3:33])([CH3:32])[CH3:31])[C:24]([O:26][CH2:27][CH3:28])=[O:25])[CH2:7][CH2:6]1)[CH:2]=[CH2:3].[CH2:35]([C:38]1[CH:43]=[C:42]([CH3:44])[CH:41]=[CH:40][C:39]=1[CH2:45][OH:46])[CH:36]=[CH2:37].[H-].[Na+], predict the reaction product. The product is: [CH2:35]([C:38]1[CH:43]=[C:42]([CH3:44])[CH:41]=[CH:40][C:39]=1[CH2:45][O:46][CH2:20][C:18]1[CH:19]=[C:15]2[N:14]=[C:13]([CH3:22])[C:12]([C@H:23]([O:29][C:30]([CH3:33])([CH3:32])[CH3:31])[C:24]([O:26][CH2:27][CH3:28])=[O:25])=[C:11]([N:8]3[CH2:9][CH2:10][C:5]([O:4][CH2:1][CH:2]=[CH2:3])([CH3:34])[CH2:6][CH2:7]3)[N:16]2[N:17]=1)[CH:36]=[CH2:37]. (2) The product is: [Br:1][C:2]1[CH:3]=[C:4]2[C:12](=[C:13]([C:15](=[O:16])[NH2:29])[CH:14]=1)[NH:11][C:10]1[CH2:9][CH2:8][CH:7]([C:18]([O:20][CH2:21][CH3:22])=[O:19])[CH2:6][C:5]2=1. Given the reactants [Br:1][C:2]1[CH:3]=[C:4]2[C:12](=[C:13]([C:15](O)=[O:16])[CH:14]=1)[NH:11][C:10]1[CH2:9][CH2:8][CH:7]([C:18]([O:20][CH2:21][CH3:22])=[O:19])[CH2:6][C:5]2=1.C(Cl)CCl.O.O[N:29]1C2C=CC=CC=2N=N1.[OH-].[NH4+], predict the reaction product. (3) Given the reactants [CH2:1]([O:8][C:9]([N:11]([CH3:20])[C@H:12]([C:17](O)=[O:18])[C@H:13]([CH2:15][CH3:16])[CH3:14])=[O:10])[C:2]1[CH:7]=[CH:6][CH:5]=[CH:4][CH:3]=1.B.O1CCCC1.O, predict the reaction product. The product is: [OH:18][CH2:17][C@@H:12]([N:11]([CH3:20])[C:9](=[O:10])[O:8][CH2:1][C:2]1[CH:3]=[CH:4][CH:5]=[CH:6][CH:7]=1)[C@@H:13]([CH3:14])[CH2:15][CH3:16]. (4) Given the reactants Br[C:2]1[CH:3]=[CH:4][C:5]([F:12])=[C:6]([O:8][CH:9]([CH3:11])[CH3:10])[CH:7]=1.[Mg].II.[C:16](OCC)(=[O:22])[C:17]([O:19][CH2:20][CH3:21])=[O:18].[Cl-].[NH4+], predict the reaction product. The product is: [F:12][C:5]1[CH:4]=[CH:3][C:2]([C:16](=[O:22])[C:17]([O:19][CH2:20][CH3:21])=[O:18])=[CH:7][C:6]=1[O:8][CH:9]([CH3:11])[CH3:10]. (5) Given the reactants Br[C:2]1[C:9]([C:10]#[N:11])=[C:8]([OH:12])[C:7]([O:13][CH3:14])=[CH:6][C:3]=1[C:4]#[N:5].[F:15][C:16]1[CH:31]=[CH:30][C:19]([CH2:20]B2OC(C)(C)C(C)(C)O2)=[CH:18][CH:17]=1, predict the reaction product. The product is: [F:15][C:16]1[CH:31]=[CH:30][C:19]([CH2:20][C:2]2[C:9]([C:10]#[N:11])=[C:8]([OH:12])[C:7]([O:13][CH3:14])=[CH:6][C:3]=2[C:4]#[N:5])=[CH:18][CH:17]=1. (6) Given the reactants C([O:5][C:6](=[O:45])[CH2:7][N:8]1[C:14](=[O:15])[CH2:13][CH2:12][N:11]([C:16](=[O:39])[NH:17][CH2:18][C:19]2[CH:24]=[CH:23][C:22]([C:25]([N:27]3[CH2:33][CH2:32][CH2:31][CH2:30][C:29]4[CH:34]=[CH:35][CH:36]=[CH:37][C:28]3=4)=[O:26])=[CH:21][C:20]=2[CH3:38])[C:10]2[C:40]([F:44])=[CH:41][CH:42]=[CH:43][C:9]1=2)(C)(C)C.FC(F)(F)C(O)=O, predict the reaction product. The product is: [F:44][C:40]1[C:10]2[N:11]([C:16](=[O:39])[NH:17][CH2:18][C:19]3[CH:24]=[CH:23][C:22]([C:25]([N:27]4[CH2:33][CH2:32][CH2:31][CH2:30][C:29]5[CH:34]=[CH:35][CH:36]=[CH:37][C:28]4=5)=[O:26])=[CH:21][C:20]=3[CH3:38])[CH2:12][CH2:13][C:14](=[O:15])[N:8]([CH2:7][C:6]([OH:45])=[O:5])[C:9]=2[CH:43]=[CH:42][CH:41]=1. (7) Given the reactants [F:1][C:2]([F:22])([F:21])[C:3]1[CH:8]=[CH:7][C:6]([C:9]2[N:10]=[C:11]([CH:14]([C:16]3([NH2:20])[CH2:19][O:18][CH2:17]3)[CH3:15])[NH:12][CH:13]=2)=[CH:5][CH:4]=1, predict the reaction product. The product is: [F:22][C:2]([F:1])([F:21])[C:3]1[CH:8]=[CH:7][C:6]([C:9]2[N:10]=[C:11]([C@@H:14]([C:16]3([NH2:20])[CH2:17][O:18][CH2:19]3)[CH3:15])[NH:12][CH:13]=2)=[CH:5][CH:4]=1. (8) Given the reactants CO/[CH:3]=[CH:4]/[C:5]([O:7][Si](C)(C)C)=[CH2:6].N1([CH2:21][NH:22][C:23]2[CH:31]=[CH:30][C:29]3[N:28]4[C:32](=[O:40])[O:33][C@@H:34]([CH2:35][NH:36][C:37](=[O:39])[CH3:38])[C@@H:27]4[CH2:26][C:25]=3[CH:24]=2)C2C=CC=CC=2N=N1.O([Si](C(C)C)(C(C)C)C(C)C)S(C(F)(F)F)(=O)=O.C([O-])(O)=O.[Na+], predict the reaction product. The product is: [O:40]=[C:32]1[N:28]2[C:29]3[CH:30]=[CH:31][C:23]([N:22]4[CH:21]=[CH:6][C:5](=[O:7])[CH2:4][CH2:3]4)=[CH:24][C:25]=3[CH2:26][C@H:27]2[C@H:34]([CH2:35][NH:36][C:37](=[O:39])[CH3:38])[O:33]1.